This data is from Full USPTO retrosynthesis dataset with 1.9M reactions from patents (1976-2016). The task is: Predict the reactants needed to synthesize the given product. (1) Given the product [C:34]([O:33][C:31]([N:17]([CH2:18][CH2:19][C:20]1[CH:25]=[CH:24][C:23]([O:26][C:27]([F:30])([F:29])[F:28])=[CH:22][CH:21]=1)[C:5]1[N:4]=[C:3]([O:2][CH3:1])[N:8]=[C:7]([O:9][S:10]([C:13]([F:16])([F:14])[F:15])(=[O:12])=[O:11])[CH:6]=1)=[O:32])([CH3:37])([CH3:36])[CH3:35], predict the reactants needed to synthesize it. The reactants are: [CH3:1][O:2][C:3]1[N:8]=[C:7]([O:9][S:10]([C:13]([F:16])([F:15])[F:14])(=[O:12])=[O:11])[CH:6]=[C:5]([NH:17][CH2:18][CH2:19][C:20]2[CH:25]=[CH:24][C:23]([O:26][C:27]([F:30])([F:29])[F:28])=[CH:22][CH:21]=2)[N:4]=1.[C:31](O[C:31]([O:33][C:34]([CH3:37])([CH3:36])[CH3:35])=[O:32])([O:33][C:34]([CH3:37])([CH3:36])[CH3:35])=[O:32]. (2) Given the product [Cl:1][C:2]1[C:7]([O:8][CH3:9])=[CH:6][C:5]([O:10][CH3:11])=[C:4]([Cl:12])[C:3]=1[NH2:13], predict the reactants needed to synthesize it. The reactants are: [Cl:1][C:2]1[C:7]([O:8][CH3:9])=[CH:6][C:5]([O:10][CH3:11])=[C:4]([Cl:12])[C:3]=1[NH:13]C(=O)C.[OH-].[K+].